From a dataset of Catalyst prediction with 721,799 reactions and 888 catalyst types from USPTO. Predict which catalyst facilitates the given reaction. (1) The catalyst class is: 3. Product: [C:1]([CH2:3][NH:4][C:5]([C:7]1([C:31]2[CH:32]=[C:24]([CH:21]3[CH2:22][CH2:23][N:18]([CH:15]([CH3:17])[CH3:16])[CH2:19][CH2:20]3)[CH:25]=[CH:26][C:27]=2[C:28]([NH2:39])=[O:29])[CH2:12][CH2:11][CH2:10][CH2:9][CH2:8]1)=[O:6])#[N:2]. Reactant: [C:1]([CH2:3][NH:4][C:5]([C:7]1(N)[CH2:12][CH2:11][CH2:10][CH2:9][CH2:8]1)=[O:6])#[N:2].Cl.[CH:15]([N:18]1[CH2:23][CH2:22][CH:21]([C:24]2[CH:32]=[CH:31][C:27]([C:28](O)=[O:29])=[CH:26][CH:25]=2)[CH2:20][CH2:19]1)([CH3:17])[CH3:16].C1C=CC2N(O)N=[N:39]C=2C=1.C(N(CC)CC)C. (2) Product: [Cl:13][C:14]1[CH:21]=[CH:20][CH:19]=[CH:18][C:15]=1[CH2:16][O:5][C:4]1[CH:3]=[C:2]([OH:10])[CH:9]=[C:7]([CH3:8])[CH:6]=1. Reactant: O.[C:2]1([OH:10])[CH:9]=[C:7]([CH3:8])[CH:6]=[C:4]([OH:5])[CH:3]=1.[H-].[Na+].[Cl:13][C:14]1[CH:21]=[CH:20][CH:19]=[CH:18][C:15]=1[CH2:16]Br. The catalyst class is: 9. (3) Reactant: Br[C:2]1[C:3]([CH3:27])=[N:4][N:5]([C:20]2[CH:25]=[CH:24][CH:23]=[CH:22][C:21]=2[CH3:26])[C:6]=1[NH:7][C:8]1[CH:17]=[CH:16][C:15]([O:18][CH3:19])=[CH:14][C:9]=1[C:10]([O:12]C)=[O:11].[S:28]1[CH:32]=[CH:31][C:30](B(O)O)=[CH:29]1.C([O-])([O-])=O.[Na+].[Na+].N#N. Product: [CH3:19][O:18][C:15]1[CH:16]=[CH:17][C:8]([NH:7][C:6]2[N:5]([C:20]3[CH:25]=[CH:24][CH:23]=[CH:22][C:21]=3[CH3:26])[N:4]=[C:3]([CH3:27])[C:2]=2[C:30]2[CH:31]=[CH:32][S:28][CH:29]=2)=[C:9]([CH:14]=1)[C:10]([OH:12])=[O:11]. The catalyst class is: 128. (4) Reactant: [NH2:1][C:2]1[S:3][C:4]([CH2:9][CH3:10])=[CH:5][C:6]=1[C:7]#[N:8].F[C:12]1[CH:17]=[C:16]([F:18])[CH:15]=[CH:14][C:13]=1[N+:19]([O-:21])=[O:20].[H-].[Na+]. Product: [F:18][C:16]1[CH:15]=[CH:14][C:13]([N+:19]([O-:21])=[O:20])=[C:12]([NH:1][C:2]2[S:3][C:4]([CH2:9][CH3:10])=[CH:5][C:6]=2[C:7]#[N:8])[CH:17]=1. The catalyst class is: 7. (5) Reactant: C1(N)C(F)=C(F)C(F)=[C:3]([NH2:10])[C:2]=1F.Cl.Cl.[NH:15]1[CH2:20][CH2:19][CH:18]([N:21]2[CH2:25][CH2:24][N:23]([CH2:26][CH2:27][CH2:28][N:29]3[CH2:34][CH2:33][CH2:32][CH2:31][CH2:30]3)[C:22]2=[C:35]([C:38]#[N:39])[C:36]#[N:37])[CH2:17][CH2:16]1.ICC#N.O. Product: [C:3]([CH2:2][N:15]1[CH2:20][CH2:19][CH:18]([N:21]2[CH2:25][CH2:24][N:23]([CH2:26][CH2:27][CH2:28][N:29]3[CH2:34][CH2:33][CH2:32][CH2:31][CH2:30]3)[C:22]2=[C:35]([C:36]#[N:37])[C:38]#[N:39])[CH2:17][CH2:16]1)#[N:10]. The catalyst class is: 3.